This data is from Reaction yield outcomes from USPTO patents with 853,638 reactions. The task is: Predict the reaction yield, written as a fraction of the theoretical maximum amount of product (1.0 means a 100% yield; for example, 0.34 means a 34% yield). (1) The reactants are Cl[C:2]([C:5]1[CH:6]=[N:7][CH:8]=[CH:9][C:10]=1[Cl:11])=[N:3][OH:4].[CH2:12]([O:14][C:15](=[O:19])[C:16]#[C:17][CH3:18])[CH3:13].C(N(CC)CC)C. The catalyst is C(OCC)C. The product is [CH2:12]([O:14][C:15]([C:16]1[C:2]([C:5]2[CH:6]=[N:7][CH:8]=[CH:9][C:10]=2[Cl:11])=[N:3][O:4][C:17]=1[CH3:18])=[O:19])[CH3:13]. The yield is 0.270. (2) The reactants are [F:1][C:2]1[CH:7]=[C:6](I)[CH:5]=[CH:4][C:3]=1[NH:9][CH:10]=[O:11].C([O-])(=O)C.[K+].Br[C:18]1[CH:34]=[CH:33][C:21]([C:22]([C@@H:24]2[CH2:28][CH2:27][CH2:26][C@H:25]2[C:29]([O:31][CH3:32])=[O:30])=[O:23])=[CH:20][CH:19]=1.C(=O)([O-])[O-].[Cs+].[Cs+]. The catalyst is CN(C)C=O.C([O-])(=O)C.[Pd+2].C([O-])(=O)C.C1C=CC([P]([Pd]([P](C2C=CC=CC=2)(C2C=CC=CC=2)C2C=CC=CC=2)([P](C2C=CC=CC=2)(C2C=CC=CC=2)C2C=CC=CC=2)[P](C2C=CC=CC=2)(C2C=CC=CC=2)C2C=CC=CC=2)(C2C=CC=CC=2)C2C=CC=CC=2)=CC=1. The product is [F:1][C:2]1[CH:7]=[C:6]([C:18]2[CH:19]=[CH:20][C:21]([C:22]([CH:24]3[CH2:28][CH2:27][CH2:26][CH:25]3[C:29]([O:31][CH3:32])=[O:30])=[O:23])=[CH:33][CH:34]=2)[CH:5]=[CH:4][C:3]=1[NH:9][CH:10]=[O:11]. The yield is 0.650. (3) The reactants are C(=O)([O-])[O-].[Na+].[Na+].[S:7]1[CH:11]=[CH:10][C:9](B(O)O)=[CH:8]1.Br[C:16]1[CH:21]=[CH:20][C:19]([NH:22][C:23](=[O:25])[CH3:24])=[CH:18][CH:17]=1.C1(P(C2C=CC=CC=2)C2C=CC=CC=2)C=CC=CC=1. The catalyst is C(OCC)(=O)C.O.C1(C)C=CC=CC=1. The product is [S:7]1[CH:11]=[CH:10][C:9]([C:16]2[CH:21]=[CH:20][C:19]([NH:22][C:23](=[O:25])[CH3:24])=[CH:18][CH:17]=2)=[CH:8]1. The yield is 0.634. (4) The reactants are [F:1][C:2]1[CH:3]=[C:4]([NH:9][C:10](=[O:19])[O:11][CH2:12][C:13]2[CH:18]=[CH:17][CH:16]=[CH:15][CH:14]=2)[CH:5]=[CH:6][C:7]=1[OH:8].C(=O)([O-])[O-].[Cs+].[Cs+].Cl[C:27]1[CH:28]=[CH:29][C:30]([N+:33]([O-:35])=[O:34])=[N:31][CH:32]=1.C(=O)([O-])O.[Na+]. The catalyst is CS(C)=O.O. The product is [F:1][C:2]1[CH:3]=[C:4]([NH:9][C:10](=[O:19])[O:11][CH2:12][C:13]2[CH:14]=[CH:15][CH:16]=[CH:17][CH:18]=2)[CH:5]=[CH:6][C:7]=1[O:8][C:27]1[CH:32]=[N:31][C:30]([N+:33]([O-:35])=[O:34])=[CH:29][CH:28]=1. The yield is 0.830. (5) The reactants are [C:1]1([CH:7]([C:10]2[CH:15]=[CH:14][CH:13]=[CH:12][CH:11]=2)[CH:8]=O)[CH:6]=[CH:5][CH:4]=[CH:3][CH:2]=1.Cl.[NH2:17][OH:18].[OH-].[Na+]. The catalyst is CCO. The product is [C:1]1([CH:7]([C:10]2[CH:15]=[CH:14][CH:13]=[CH:12][CH:11]=2)[CH:8]=[N:17][OH:18])[CH:6]=[CH:5][CH:4]=[CH:3][CH:2]=1. The yield is 0.930. (6) The reactants are [F:1][C:2]1[CH:7]=[C:6]([N+:8]([O-:10])=[O:9])[CH:5]=[C:4]([F:11])[C:3]=1[CH2:12][C:13]([OH:15])=[O:14].S(=O)(=O)(O)O.[C:21](=O)([O-])O.[Na+].C(OCC)(=O)C. The catalyst is CO.O. The product is [F:1][C:2]1[CH:7]=[C:6]([N+:8]([O-:10])=[O:9])[CH:5]=[C:4]([F:11])[C:3]=1[CH2:12][C:13]([O:15][CH3:21])=[O:14]. The yield is 0.970. (7) The catalyst is C(#N)C. The yield is 0.347. The reactants are [CH3:1][O:2][C:3]1[CH:8]=[CH:7][C:6]([C:9]([F:12])([F:11])[F:10])=[CH:5][N:4]=1.C1C(=O)N([Br:20])C(=O)C1. The product is [Br:20][C:8]1[C:3]([O:2][CH3:1])=[N:4][CH:5]=[C:6]([C:9]([F:12])([F:10])[F:11])[CH:7]=1. (8) The yield is 0.210. No catalyst specified. The reactants are [C:1]([N:5]1[C:9](=[O:10])[C:8]([NH:11][CH2:12][C:13]([OH:15])=[O:14])=[C:7]([C:16]2[CH:21]=[CH:20][CH:19]=[CH:18][CH:17]=2)[S:6]1(=[O:23])=[O:22])([CH3:4])([CH3:3])[CH3:2].[CH3:24][O:25][C:26]1[CH:31]=[CH:30][C:29](O)=[CH:28][CH:27]=1. The product is [C:1]([N:5]1[C:9](=[O:10])[C:8]([NH:11][CH2:12][C:13]([O:15][C:29]2[CH:30]=[CH:31][C:26]([O:25][CH3:24])=[CH:27][CH:28]=2)=[O:14])=[C:7]([C:16]2[CH:21]=[CH:20][CH:19]=[CH:18][CH:17]=2)[S:6]1(=[O:23])=[O:22])([CH3:4])([CH3:2])[CH3:3]. (9) The catalyst is CN(C)C=O. The product is [Cl:1][C:2]1[CH:10]=[C:9]([CH:11]([OH:21])[CH2:12][CH2:13][C:14]2[CH:19]=[CH:18][CH:17]=[C:16]([OH:20])[CH:15]=2)[CH:8]=[CH:7][C:3]=1[C:4]([NH:27][C@H:26]([C:25]([O:24][CH3:23])=[O:37])[CH2:28][NH:29][C:30]([C:32]1[S:33][CH:34]=[CH:35][CH:36]=1)=[O:31])=[O:6]. The reactants are [Cl:1][C:2]1[CH:10]=[C:9]([C:11](=[O:21])[CH2:12][CH2:13][C:14]2[CH:19]=[CH:18][CH:17]=[C:16]([OH:20])[CH:15]=2)[CH:8]=[CH:7][C:3]=1[C:4]([OH:6])=O.Cl.[CH3:23][O:24][C:25](=[O:37])[C@H:26]([CH2:28][NH:29][C:30]([C:32]1[S:33][CH:34]=[CH:35][CH:36]=1)=[O:31])[NH2:27].CN(C(ON1N=NC2C=CC=CC1=2)=[N+](C)C)C.F[P-](F)(F)(F)(F)F.C1C=CC2N(O)N=NC=2C=1.C(N(C(C)C)CC)(C)C. The yield is 0.980. (10) The reactants are [Cl:1][C:2]1[C:7]([N+:8]([O-:10])=[O:9])=[CH:6][CH:5]=[C:4]([Cl:11])[C:3]=1[S:12](Cl)(=[O:14])=[O:13].Cl.[O:17]1[CH2:21][CH2:20][CH2:19][NH:18]1.C([N:24](CC)CC)C. No catalyst specified. The product is [O:17]1[CH2:21][CH2:20][CH2:19][N:18]1[C:6]1[CH:5]=[C:4]([Cl:11])[C:3]([S:12]([NH2:24])(=[O:14])=[O:13])=[C:2]([Cl:1])[C:7]=1[N+:8]([O-:10])=[O:9]. The yield is 0.710.